The task is: Predict the reaction yield, written as a fraction of the theoretical maximum amount of product (1.0 means a 100% yield; for example, 0.34 means a 34% yield).. This data is from Reaction yield outcomes from USPTO patents with 853,638 reactions. (1) The catalyst is C1C=CC([P]([Pd]([P](C2C=CC=CC=2)(C2C=CC=CC=2)C2C=CC=CC=2)([P](C2C=CC=CC=2)(C2C=CC=CC=2)C2C=CC=CC=2)[P](C2C=CC=CC=2)(C2C=CC=CC=2)C2C=CC=CC=2)(C2C=CC=CC=2)C2C=CC=CC=2)=CC=1.CCOC(C)=O.C(O)C. The reactants are Br[C:2]1[CH:3]=[C:4]([N:11]2[CH2:16][CH2:15][N:14]([CH3:17])[CH2:13][CH2:12]2)[CH:5]=[CH:6][C:7]=1[N+:8]([O-:10])=[O:9].CC1(C)C(C)(C)OB([C:26]2[S:27][CH:28]=[CH:29][C:30]=2[CH3:31])O1.C1(C)C=CC=CC=1.C([O-])([O-])=O.[Na+].[Na+]. The product is [CH3:17][N:14]1[CH2:15][CH2:16][N:11]([C:4]2[CH:5]=[CH:6][C:7]([N+:8]([O-:10])=[O:9])=[C:2]([C:26]3[S:27][CH:28]=[CH:29][C:30]=3[CH3:31])[CH:3]=2)[CH2:12][CH2:13]1. The yield is 0.630. (2) The yield is 0.930. The catalyst is C1(C)C=CC=CC=1. The reactants are [Cl:1][C:2]1[CH:7]=[CH:6][C:5]([S:8]([NH:11][C:12]2[CH:20]=[C:19]([O:21][CH3:22])[C:18]([O:23][CH3:24])=[CH:17][C:13]=2[C:14](O)=[O:15])(=[O:10])=[O:9])=[CH:4][CH:3]=1.P(Cl)(Cl)(Cl)(Cl)[Cl:26]. The product is [Cl:1][C:2]1[CH:7]=[CH:6][C:5]([S:8]([NH:11][C:12]2[CH:20]=[C:19]([O:21][CH3:22])[C:18]([O:23][CH3:24])=[CH:17][C:13]=2[C:14]([Cl:26])=[O:15])(=[O:10])=[O:9])=[CH:4][CH:3]=1. (3) The reactants are [C:1]([C:3]1[CH:4]=[C:5]([S:10](Cl)(=[O:12])=[O:11])[CH:6]=[CH:7][C:8]=1[F:9])#[N:2].[F:14][C:15]1[CH:16]=[CH:17][C:18]([NH2:21])=[N:19][CH:20]=1.N1C=CC=CC=1. The catalyst is ClCCl. The product is [C:1]([C:3]1[CH:4]=[C:5]([S:10]([NH:21][C:18]2[CH:17]=[CH:16][C:15]([F:14])=[CH:20][N:19]=2)(=[O:12])=[O:11])[CH:6]=[CH:7][C:8]=1[F:9])#[N:2]. The yield is 0.980. (4) The reactants are [NH:1]1[C:9]2[C:4](=[CH:5][C:6]([CH:10]=[O:11])=[CH:7][CH:8]=2)[CH:3]=[CH:2]1.[CH:12](I)([CH3:14])[CH3:13]. No catalyst specified. The product is [CH:12]([N:1]1[C:9]2[C:4](=[CH:5][C:6]([CH:10]=[O:11])=[CH:7][CH:8]=2)[CH:3]=[CH:2]1)([CH3:14])[CH3:13]. The yield is 0.830.